This data is from Reaction yield outcomes from USPTO patents with 853,638 reactions. The task is: Predict the reaction yield, written as a fraction of the theoretical maximum amount of product (1.0 means a 100% yield; for example, 0.34 means a 34% yield). (1) The reactants are [CH2:1]([NH2:7])[C@@H:2]1[O:6][CH2:5][CH2:4][CH2:3]1.[Cl:8][C:9]1[N:14]=[C:13](Cl)[C:12]([Cl:16])=[CH:11][N:10]=1. The catalyst is CO.C(N(CC)CC)C.C(Cl)(Cl)Cl. The product is [Cl:8][C:9]1[N:14]=[C:13]([NH:7][CH2:1][C@H:2]2[CH2:3][CH2:4][CH2:5][O:6]2)[C:12]([Cl:16])=[CH:11][N:10]=1. The yield is 0.870. (2) The reactants are [CH3:1][O:2][C:3]1[CH:8]=[CH:7][C:6](B(O)O)=[C:5]([CH3:12])[CH:4]=1.[CH3:13][O:14][C:15]([C:17]1[S:18][C:19](Br)=[C:20]([CH3:22])[CH:21]=1)=[O:16].C([O-])([O-])=O.[K+].[K+]. The catalyst is C1(C)C=CC=CC=1.O.[Pd].C1(P(C2C=CC=CC=2)C2C=CC=CC=2)C=CC=CC=1.C1(P(C2C=CC=CC=2)C2C=CC=CC=2)C=CC=CC=1.C1(P(C2C=CC=CC=2)C2C=CC=CC=2)C=CC=CC=1.C1(P(C2C=CC=CC=2)C2C=CC=CC=2)C=CC=CC=1. The product is [CH3:13][O:14][C:15]([C:17]1[S:18][C:19]([C:6]2[CH:7]=[CH:8][C:3]([O:2][CH3:1])=[CH:4][C:5]=2[CH3:12])=[C:20]([CH3:22])[CH:21]=1)=[O:16]. The yield is 0.390. (3) The catalyst is O.C(OCC)(=O)C. The yield is 0.630. The reactants are [O:1]([C:8]1[CH:9]=[C:10]([NH:14][CH2:15][C:16]2[CH:21]=[CH:20][CH:19]=[C:18]([O:22][C:23]([F:28])([F:27])[CH:24]([F:26])[F:25])[CH:17]=2)[CH:11]=[CH:12][CH:13]=1)[C:2]1[CH:7]=[CH:6][CH:5]=[CH:4][CH:3]=1.[F:29][C:30]([F:36])([F:35])S([O-])(=[O:49])=[O:49].[Yb+3].[F:29][C:30]([F:36])([F:35])S([O-])(=O)=O.[F:29][C:30]([F:36])([F:35])S([O-])(=O)=[O:49].[C:54](#N)[CH3:55]. The product is [O:1]([C:8]1[CH:9]=[C:10]([N:14]([CH2:15][C:16]2[CH:21]=[CH:20][CH:19]=[C:18]([O:22][C:23]([F:27])([F:28])[CH:24]([F:25])[F:26])[CH:17]=2)[CH2:55][C@@H:54]([OH:49])[C:30]([F:36])([F:35])[F:29])[CH:11]=[CH:12][CH:13]=1)[C:2]1[CH:7]=[CH:6][CH:5]=[CH:4][CH:3]=1. (4) The reactants are [H-].[H-].[H-].[H-].[Li+].[Al+3].[C:7]([O:11][C:12]([NH:14][C:15]1([C:30]([NH:32][C@@H:33]([C:39]2[CH:44]=[CH:43][C:42]([Cl:45])=[CH:41][CH:40]=2)[CH2:34][C:35](OC)=[O:36])=[O:31])[CH2:20][CH2:19][N:18]([C:21]2[C:22]3[CH:29]=[CH:28][NH:27][C:23]=3[N:24]=[CH:25][N:26]=2)[CH2:17][CH2:16]1)=[O:13])([CH3:10])([CH3:9])[CH3:8]. The catalyst is C1COCC1. The product is [Cl:45][C:42]1[CH:41]=[CH:40][C:39]([C@H:33]([NH:32][C:30]([C:15]2([NH:14][C:12](=[O:13])[O:11][C:7]([CH3:9])([CH3:8])[CH3:10])[CH2:16][CH2:17][N:18]([C:21]3[C:22]4[CH:29]=[CH:28][NH:27][C:23]=4[N:24]=[CH:25][N:26]=3)[CH2:19][CH2:20]2)=[O:31])[CH2:34][CH2:35][OH:36])=[CH:44][CH:43]=1. The yield is 0.216. (5) The reactants are C([O:4][C@H:5]1[C@@H:28]([O:29]C(=O)C)[C@H:27]([O:33]C(=O)C)[C@@H:26]([CH2:37][O:38]C(=O)C)[O:25][C@@H:6]1[O:7][C:8]1[CH:13]=[CH:12][C:11]([N:14]2[C:18]3=[N:19][CH:20]=[C:21]([Cl:23])[CH:22]=[C:17]3[CH:16]=[CH:15]2)=[CH:10][C:9]=1[Cl:24])(=O)C. The catalyst is CO. The product is [O:7]([C:8]1[CH:13]=[CH:12][C:11]([N:14]2[C:18]3=[N:19][CH:20]=[C:21]([Cl:23])[CH:22]=[C:17]3[CH:16]=[CH:15]2)=[CH:10][C:9]=1[Cl:24])[C@H:6]1[O:25][C@H:26]([CH2:37][OH:38])[C@@H:27]([OH:33])[C@H:28]([OH:29])[C@@H:5]1[OH:4]. The yield is 0.630.